This data is from Forward reaction prediction with 1.9M reactions from USPTO patents (1976-2016). The task is: Predict the product of the given reaction. (1) Given the reactants [Cl:1][C:2]1[CH:3]=[C:4]2[C:9](=[CH:10][C:11]=1[NH:12]C(=O)C)[O:8][CH:7]([C:16]1[C:21]([F:22])=[CH:20][CH:19]=[CH:18][N:17]=1)[CH2:6][CH2:5]2.Cl, predict the reaction product. The product is: [Cl:1][C:2]1[CH:3]=[C:4]2[C:9](=[CH:10][C:11]=1[NH2:12])[O:8][CH:7]([C:16]1[C:21]([F:22])=[CH:20][CH:19]=[CH:18][N:17]=1)[CH2:6][CH2:5]2. (2) Given the reactants [CH2:1]([N:8]1[C:12]2[CH:13]=[CH:14][CH:15]=[C:16]([OH:17])[C:11]=2[NH:10][C:9]1=[O:18])[C:2]1[CH:7]=[CH:6][CH:5]=[CH:4][CH:3]=1.[CH:19]([N:32]1[CH2:35][CH:34](O)[CH2:33]1)([C:26]1[CH:31]=[CH:30][CH:29]=[CH:28][CH:27]=1)[C:20]1[CH:25]=[CH:24][CH:23]=[CH:22][CH:21]=1.C1(P(C2C=CC=CC=2)C2C=CC=CC=2)C=CC=CC=1.N(C(OC(C)C)=O)=NC(OC(C)C)=O, predict the reaction product. The product is: [CH:19]([N:32]1[CH2:35][CH:34]([O:17][C:16]2[C:11]3[NH:10][C:9](=[O:18])[N:8]([CH2:1][C:2]4[CH:3]=[CH:4][CH:5]=[CH:6][CH:7]=4)[C:12]=3[CH:13]=[CH:14][CH:15]=2)[CH2:33]1)([C:26]1[CH:27]=[CH:28][CH:29]=[CH:30][CH:31]=1)[C:20]1[CH:21]=[CH:22][CH:23]=[CH:24][CH:25]=1. (3) Given the reactants [CH3:1][O:2][NH:3][C:4]([C:6]1[C:7](=[O:40])[C:8]2[CH:13]=[N:12][C:11]([NH:14][C:15]3[CH:20]=[CH:19][C:18]([CH2:21][CH2:22][N:23]4[CH2:28][CH2:27][NH:26][CH2:25][CH2:24]4)=[CH:17][CH:16]=3)=[N:10][C:9]=2[N:29]([C:31]2[CH:32]=[C:33]3[C:37](=[CH:38][CH:39]=2)[CH2:36][CH2:35][CH2:34]3)[CH:30]=1)=[O:5].[CH3:41][S:42](Cl)(=[O:44])=[O:43].C(N(CC)CC)C, predict the reaction product. The product is: [CH3:1][O:2][NH:3][C:4]([C:6]1[C:7](=[O:40])[C:8]2[CH:13]=[N:12][C:11]([NH:14][C:15]3[CH:20]=[CH:19][C:18]([CH2:21][CH2:22][N:23]4[CH2:24][CH2:25][N:26]([S:42]([CH3:41])(=[O:44])=[O:43])[CH2:27][CH2:28]4)=[CH:17][CH:16]=3)=[N:10][C:9]=2[N:29]([C:31]2[CH:32]=[C:33]3[C:37](=[CH:38][CH:39]=2)[CH2:36][CH2:35][CH2:34]3)[CH:30]=1)=[O:5].